This data is from Forward reaction prediction with 1.9M reactions from USPTO patents (1976-2016). The task is: Predict the product of the given reaction. Given the reactants [C:1]([NH:4][CH:5]([C:11]([O:13][CH2:14][CH3:15])=[O:12])[C:6]([O:8][CH2:9][CH3:10])=[O:7])(=[O:3])[CH3:2].[H-].[Na+].C(OC(=O)NC1([CH2:33][CH2:34][C:35]2[CH:40]=[CH:39][C:38]([O:41][CH2:42]CCCCCC)=[C:37]([C:49](F)(F)F)[CH:36]=2)COC(C)(C)OC1)(C)(C)C.CN(C)C=[O:57], predict the reaction product. The product is: [CH2:9]([O:8][C:6](=[O:7])[C:5]([NH:4][C:1](=[O:3])[CH3:2])([CH2:33][C:34]([C:35]1[CH:40]=[CH:39][C:38]([O:41][CH3:42])=[C:37]([CH3:49])[CH:36]=1)=[O:57])[C:11]([O:13][CH2:14][CH3:15])=[O:12])[CH3:10].